Dataset: Forward reaction prediction with 1.9M reactions from USPTO patents (1976-2016). Task: Predict the product of the given reaction. (1) Given the reactants [Cl:1][C:2]1[CH:3]=[C:4]([C:33]2[CH:38]=[CH:37][C:36]([C:39]([N:41]3[CH2:46][CH2:45][CH:44]([C:47]([F:50])([F:49])[F:48])[CH2:43][CH2:42]3)=[O:40])=[CH:35][CH:34]=2)[CH:5]=[C:6]([Cl:32])[C:7]=1[CH2:8][C@@H:9]1[CH2:13][CH2:12][N:11]([N:14]2[CH2:19][CH2:18][CH:17]([O:20][Si](C(C)C)(C(C)C)C(C)C)[CH2:16][CH2:15]2)[C:10]1=[O:31].C1COCC1.O.C(O)(C(F)(F)F)=O, predict the reaction product. The product is: [Cl:32][C:6]1[CH:5]=[C:4]([C:33]2[CH:34]=[CH:35][C:36]([C:39]([N:41]3[CH2:46][CH2:45][CH:44]([C:47]([F:50])([F:48])[F:49])[CH2:43][CH2:42]3)=[O:40])=[CH:37][CH:38]=2)[CH:3]=[C:2]([Cl:1])[C:7]=1[CH2:8][C@@H:9]1[CH2:13][CH2:12][N:11]([N:14]2[CH2:19][CH2:18][CH:17]([OH:20])[CH2:16][CH2:15]2)[C:10]1=[O:31]. (2) Given the reactants [N:1]1[CH:6]=[CH:5][CH:4]=[CH:3][C:2]=1[N:7]([CH2:30][CH2:31][C:32]([O:34][CH2:35][CH3:36])=[O:33])[C:8]([C:10]1[CH:29]=[CH:28][C:13]2[N:14]([CH3:27])[C:15]([CH2:17][NH:18][C:19]3[N:24]=[CH:23][C:22]([C:25]#[N:26])=[CH:21][CH:20]=3)=[N:16][C:12]=2[CH:11]=1)=[O:9].[ClH:37].C(=O)([O-])[O-].[NH4+:42].[NH4+], predict the reaction product. The product is: [ClH:37].[N:1]1[CH:6]=[CH:5][CH:4]=[CH:3][C:2]=1[N:7]([CH2:30][CH2:31][C:32]([O:34][CH2:35][CH3:36])=[O:33])[C:8]([C:10]1[CH:29]=[CH:28][C:13]2[N:14]([CH3:27])[C:15]([CH2:17][NH:18][C:19]3[N:24]=[CH:23][C:22]([C:25](=[NH:42])[NH2:26])=[CH:21][CH:20]=3)=[N:16][C:12]=2[CH:11]=1)=[O:9]. (3) Given the reactants Cl.C(OC(=O)[CH2:6][CH:7]([C:12]1[CH:17]=[CH:16][C:15]([Br:18])=[CH:14][CH:13]=1)[CH2:8][CH2:9][CH2:10][NH2:11])C.C(=O)([O-])[O-:21].[K+].[K+], predict the reaction product. The product is: [Br:18][C:15]1[CH:16]=[CH:17][C:12]([CH:7]2[CH2:8][CH2:9][CH2:10][NH:11][C:6]2=[O:21])=[CH:13][CH:14]=1. (4) Given the reactants [Cl:1][C:2]1[C:3]([O:13][CH2:14][CH2:15][CH2:16][C:17]2[C:18]([CH:32]([CH3:34])[CH3:33])=[N:19][N:20]([C:22]3[CH:27]=[CH:26][C:25]([C:28]([F:31])([F:30])[F:29])=[CH:24][N:23]=3)[CH:21]=2)=[C:4]([CH2:8][C:9]([O:11]C)=[O:10])[CH:5]=[CH:6][CH:7]=1.[OH-].[Na+].O1CCCC1.Cl, predict the reaction product. The product is: [Cl:1][C:2]1[C:3]([O:13][CH2:14][CH2:15][CH2:16][C:17]2[C:18]([CH:32]([CH3:34])[CH3:33])=[N:19][N:20]([C:22]3[CH:27]=[CH:26][C:25]([C:28]([F:31])([F:29])[F:30])=[CH:24][N:23]=3)[CH:21]=2)=[C:4]([CH2:8][C:9]([OH:11])=[O:10])[CH:5]=[CH:6][CH:7]=1. (5) Given the reactants [NH2:1][C:2]1[N:7]2[CH:8]=[CH:9][N:10]=[C:6]2[C:5]([C:11]([OH:13])=O)=[CH:4][C:3]=1[Cl:14].C(N1C=CN=C1)(N1C=CN=C1)=O.[CH3:27][O:28][CH2:29][CH2:30][CH2:31][N:32]1[CH2:37][CH2:36][CH:35]([NH2:38])[CH2:34][CH2:33]1, predict the reaction product. The product is: [NH2:1][C:2]1[N:7]2[CH:8]=[CH:9][N:10]=[C:6]2[C:5]([C:11]([NH:38][CH:35]2[CH2:36][CH2:37][N:32]([CH2:31][CH2:30][CH2:29][O:28][CH3:27])[CH2:33][CH2:34]2)=[O:13])=[CH:4][C:3]=1[Cl:14]. (6) Given the reactants [OH:1][C@H:2]1[CH2:7][CH2:6][C@H:5]2[C@H:8]3[C@H:17]([CH2:18][CH2:19][C@:3]12[CH3:4])[C:16]1[CH:15]=[CH:14][C:13]([O:20]C)=[CH:12][C:11]=1[CH2:10][C@H:9]3[CH2:22][CH2:23][CH2:24][CH2:25][CH2:26][CH2:27][CH2:28][CH2:29][CH2:30][CH:31]([CH2:37][CH2:38][CH2:39][C:40]([F:46])([F:45])[C:41]([F:44])([F:43])[F:42])[C:32]([O:34][CH2:35][CH3:36])=[O:33].[Br-].[Br-].[Br-].B.O, predict the reaction product. The product is: [OH:20][C:13]1[CH:14]=[CH:15][C:16]2[C@@H:17]3[C@H:8]([C@H:5]4[C@@:3]([CH2:19][CH2:18]3)([CH3:4])[C@@H:2]([OH:1])[CH2:7][CH2:6]4)[C@H:9]([CH2:22][CH2:23][CH2:24][CH2:25][CH2:26][CH2:27][CH2:28][CH2:29][CH2:30][CH:31]([CH2:37][CH2:38][CH2:39][C:40]([F:45])([F:46])[C:41]([F:42])([F:43])[F:44])[C:32]([O:34][CH2:35][CH3:36])=[O:33])[CH2:10][C:11]=2[CH:12]=1. (7) Given the reactants [CH2:1]([N:3]([C:10]1[CH:11]=[N:12][O:13][C:14]=1[CH3:15])[C:4](=[O:9])[C:5]([F:8])([F:7])[F:6])[CH3:2], predict the reaction product. The product is: [NH2:12]/[CH:11]=[C:10](\[N:3]([CH2:1][CH3:2])[C:4](=[O:9])[C:5]([F:7])([F:8])[F:6])/[C:14](=[O:13])[CH3:15]. (8) The product is: [F:1][C:2]1[CH:3]=[CH:4][C:5]2[N:6]([C:10]([C@@H:12]3[CH2:17][CH2:16][CH2:15][CH2:14][N:13]3[CH3:18])=[N:9][N:8]=2)[CH:7]=1. Given the reactants [F:1][C:2]1[CH:3]=[CH:4][C:5]([NH:8][NH:9][C:10]([C@@H:12]2[CH2:17][CH2:16][CH2:15][CH2:14][N:13]2[CH3:18])=O)=[N:6][CH:7]=1.C1C=CC(P(C2C=CC=CC=2)C2C=CC=CC=2)=CC=1.CCN(CC)CC.ClC(Cl)(Cl)C(Cl)(Cl)Cl, predict the reaction product.